This data is from Catalyst prediction with 721,799 reactions and 888 catalyst types from USPTO. The task is: Predict which catalyst facilitates the given reaction. Reactant: [C:1]([O:5][C:6]([NH:8][C:9]1[CH:14]=[CH:13][C:12]([C:15]2[CH:20]=[CH:19][CH:18]=[C:17]([C:21](O)=[O:22])[CH:16]=2)=[C:11]([CH3:24])[CH:10]=1)=[O:7])([CH3:4])([CH3:3])[CH3:2].[N:25]1([C:31]2[CH:37]=[CH:36][C:34]([NH2:35])=[CH:33][CH:32]=2)[CH2:30][CH2:29][O:28][CH2:27][CH2:26]1.C(N(CC)CC)C.F[P-](F)(F)(F)(F)F.N1(OC(N(C)C)=[N+](C)C)C2C=CC=CC=2N=N1. Product: [C:1]([O:5][C:6](=[O:7])[NH:8][C:9]1[CH:14]=[CH:13][C:12]([C:15]2[CH:20]=[CH:19][CH:18]=[C:17]([C:21](=[O:22])[NH:35][C:34]3[CH:36]=[CH:37][C:31]([N:25]4[CH2:26][CH2:27][O:28][CH2:29][CH2:30]4)=[CH:32][CH:33]=3)[CH:16]=2)=[C:11]([CH3:24])[CH:10]=1)([CH3:4])([CH3:3])[CH3:2]. The catalyst class is: 18.